Task: Binary Classification. Given a T-cell receptor sequence (or CDR3 region) and an epitope sequence, predict whether binding occurs between them.. Dataset: TCR-epitope binding with 47,182 pairs between 192 epitopes and 23,139 TCRs (1) The epitope is QVPLRPMTYK. The TCR CDR3 sequence is CASSYSRGVGNTIYF. Result: 1 (the TCR binds to the epitope). (2) The epitope is EILDITPCSF. The TCR CDR3 sequence is CASSSRLAGTYNEQFF. Result: 0 (the TCR does not bind to the epitope).